The task is: Predict the reactants needed to synthesize the given product.. This data is from Full USPTO retrosynthesis dataset with 1.9M reactions from patents (1976-2016). Given the product [CH2:2]1[C:15]2[C:16]3=[C:11]([CH2:10][CH2:9][CH2:8][N:7]3[C:4](=[O:5])[CH2:3]1)[CH:12]=[CH:13][CH:14]=2, predict the reactants needed to synthesize it. The reactants are: Cl[CH2:2][CH2:3][C:4](Cl)=[O:5].[NH:7]1[C:16]2[C:11](=[CH:12][CH:13]=[CH:14][CH:15]=2)[CH2:10][CH2:9][CH2:8]1.Cl.[Al+3].[Cl-].[Cl-].[Cl-].[Na+].[Cl-].